Dataset: Full USPTO retrosynthesis dataset with 1.9M reactions from patents (1976-2016). Task: Predict the reactants needed to synthesize the given product. (1) Given the product [CH2:1]([N:3]([CH2:61][CH3:62])[C:4]1[CH:9]=[CH:8][C:7]([NH:10][C:11](=[O:12])[C:13]2[CH:18]=[CH:17][CH:16]=[C:15]([C:19]([N:20]3[CH2:73][CH2:74][CH2:75][C@H:70]([C:68](=[O:69])[NH:67][CH2:66][CH2:65][O:64][CH3:63])[CH2:39]3)=[O:40])[CH:14]=2)=[C:6]([C:41]2[CH:46]=[C:45]([CH:44]=[CH:43][N:42]=2)[C:47]([NH:48][CH2:49][C:50]2[CH:55]=[CH:54][CH:53]=[C:52]([C:56]([F:59])([F:58])[F:57])[CH:51]=2)=[O:60])[CH:5]=1)[CH3:2], predict the reactants needed to synthesize it. The reactants are: [CH2:1]([N:3]([CH2:61][CH3:62])[C:4]1[CH:9]=[CH:8][C:7]([NH:10][C:11]([C:13]2[CH:14]=[C:15]([C:19](=[O:40])[N:20]([CH3:39])CCOCCOCCOCCC(OC(C)(C)C)=O)[CH:16]=[CH:17][CH:18]=2)=[O:12])=[C:6]([C:41]2[CH:46]=[C:45]([C:47](=[O:60])[NH:48][CH2:49][C:50]3[CH:55]=[CH:54][CH:53]=[C:52]([C:56]([F:59])([F:58])[F:57])[CH:51]=3)[CH:44]=[CH:43][N:42]=2)[CH:5]=1)[CH3:2].[CH3:63][O:64][CH2:65][CH2:66][NH:67][C:68]([C@H:70]1[CH2:75][CH2:74][CH2:73]NC1)=[O:69]. (2) Given the product [Cl:17][C:10]1[C:11]([C:13]([F:16])([F:15])[F:14])=[CH:12][C:7]2[N:6]=[C:4]([C:3]3[CH:19]=[CH:20][N:21]=[CH:22][C:2]=3[F:1])[O:18][C:8]=2[CH:9]=1, predict the reactants needed to synthesize it. The reactants are: [F:1][C:2]1[CH:22]=[N:21][CH:20]=[CH:19][C:3]=1[C:4]([NH:6][C:7]1[CH:12]=[C:11]([C:13]([F:16])([F:15])[F:14])[C:10]([Cl:17])=[CH:9][C:8]=1[OH:18])=O.O1CCCC1.C1(P(C2C=CC=CC=2)C2C=CC=CC=2)C=CC=CC=1.N(C(OCC)=O)=NC(OCC)=O. (3) Given the product [C:26]12([NH:31][S:20]([C:19]3[C:14]([Cl:13])=[N:15][CH:16]=[C:17]([Cl:24])[CH:18]=3)(=[O:22])=[O:21])[CH2:30][CH:28]([CH2:29]1)[CH2:27]2, predict the reactants needed to synthesize it. The reactants are: BrC1C(S(Cl)(=O)=O)=CC(Cl)=CN=1.[Cl:13][C:14]1[C:19]([S:20](Cl)(=[O:22])=[O:21])=[CH:18][C:17]([Cl:24])=[CH:16][N:15]=1.Cl.[C:26]12([NH2:31])[CH2:30][CH:28]([CH2:29]1)[CH2:27]2.C(O)(=O)CC(CC(O)=O)(C(O)=O)O.C12(NS(C3C(Br)=NC=C(Cl)C=3)(=O)=O)CC(C1)C2. (4) Given the product [Cl:1][C:2]1[C:10]([F:11])=[CH:9][CH:8]=[CH:7][C:3]=1[C:4]([NH:30][CH2:29][C:16]1([C:19]2[CH:20]=[N:21][C:22]([C:25]([F:28])([F:27])[F:26])=[N:23][CH:24]=2)[CH2:17][CH2:18][C:13]([F:12])([F:31])[CH2:14][CH2:15]1)=[O:6], predict the reactants needed to synthesize it. The reactants are: [Cl:1][C:2]1[C:10]([F:11])=[CH:9][CH:8]=[CH:7][C:3]=1[C:4]([OH:6])=O.[F:12][C:13]1([F:31])[CH2:18][CH2:17][C:16]([CH2:29][NH2:30])([C:19]2[CH:20]=[N:21][C:22]([C:25]([F:28])([F:27])[F:26])=[N:23][CH:24]=2)[CH2:15][CH2:14]1. (5) The reactants are: [F:1][C:2]1[CH:3]=[C:4]([C:8]([C:13]2[NH:21][C:16]3=[N:17][CH:18]=[CH:19][CH:20]=[C:15]3[CH:14]=2)=[CH:9][CH:10]([CH3:12])[CH3:11])[CH:5]=[CH:6][CH:7]=1. Given the product [F:1][C:2]1[CH:3]=[C:4]([CH:8]([C:13]2[NH:21][C:16]3=[N:17][CH:18]=[CH:19][CH:20]=[C:15]3[CH:14]=2)[CH2:9][CH:10]([CH3:12])[CH3:11])[CH:5]=[CH:6][CH:7]=1, predict the reactants needed to synthesize it. (6) The reactants are: N1C2OCC(N)C=2C=CN=1.CO[N:13]=[C:14]1[C:22]2[C:17](=[N:18][C:19]([CH3:23])=[CH:20][CH:21]=2)[O:16][CH2:15]1. Given the product [CH3:23][C:19]1[N:18]=[C:17]2[O:16][CH2:15][CH:14]([NH2:13])[C:22]2=[CH:21][CH:20]=1, predict the reactants needed to synthesize it. (7) Given the product [F:1][C:2]1[CH:35]=[C:34]([F:36])[CH:33]=[CH:32][C:3]=1[CH2:4][C:5]1[C:6]([C:27]([O:29][CH2:30][CH3:31])=[O:28])=[C:7]([C:18]2[CH:19]=[CH:20][C:21]([C:22]([NH:67][N:58]3[C:66]4[C:61](=[CH:62][CH:63]=[CH:64][CH:65]=4)[CH2:60][CH2:59]3)=[O:23])=[CH:25][CH:26]=2)[C:8]2[C:15](=[O:16])[N:14]3[C@@H:10]([CH2:11][CH2:12][CH2:13]3)[C:9]=2[N:17]=1, predict the reactants needed to synthesize it. The reactants are: [F:1][C:2]1[CH:35]=[C:34]([F:36])[CH:33]=[CH:32][C:3]=1[CH2:4][C:5]1[C:6]([C:27]([O:29][CH2:30][CH3:31])=[O:28])=[C:7]([C:18]2[CH:26]=[CH:25][C:21]([C:22](O)=[O:23])=[CH:20][CH:19]=2)[C:8]2[C:15](=[O:16])[N:14]3[C@@H:10]([CH2:11][CH2:12][CH2:13]3)[C:9]=2[N:17]=1.CCN=C=NCCCN(C)C.C1C=CC2N(O)N=NC=2C=1.[N:58]1([NH2:67])[C:66]2[C:61](=[CH:62][CH:63]=[CH:64][CH:65]=2)[CH2:60][CH2:59]1. (8) The reactants are: C(OC([N:8]1[CH2:13][CH2:12][C@H:11]([C:14]2[CH:19]=[CH:18][C:17]([O:20][CH2:21][CH2:22][O:23][C:24]3[C:29]([Cl:30])=[CH:28][C:27]([CH3:31])=[CH:26][C:25]=3[Cl:32])=[CH:16][CH:15]=2)[C@@H:10]([C:33](=[O:47])[N:34]([CH:44]2[CH2:46][CH2:45]2)[CH2:35][C:36]2[CH:41]=[CH:40][CH:39]=[C:38]([CH3:42])[C:37]=2[CH3:43])[CH2:9]1)=O)(C)(C)C.Cl. Given the product [CH:44]1([N:34]([CH2:35][C:36]2[CH:41]=[CH:40][CH:39]=[C:38]([CH3:42])[C:37]=2[CH3:43])[C:33]([C@@H:10]2[C@@H:11]([C:14]3[CH:15]=[CH:16][C:17]([O:20][CH2:21][CH2:22][O:23][C:24]4[C:29]([Cl:30])=[CH:28][C:27]([CH3:31])=[CH:26][C:25]=4[Cl:32])=[CH:18][CH:19]=3)[CH2:12][CH2:13][NH:8][CH2:9]2)=[O:47])[CH2:45][CH2:46]1, predict the reactants needed to synthesize it. (9) Given the product [C:1]([O:5][C:6]([N:8]1[CH2:12][CH2:11][C:10]([OH:13])([CH3:14])[CH2:9]1)=[O:7])([CH3:4])([CH3:2])[CH3:3], predict the reactants needed to synthesize it. The reactants are: [C:1]([O:5][C:6]([N:8]1[CH2:12][CH2:11][C:10](=[O:13])[CH2:9]1)=[O:7])([CH3:4])([CH3:3])[CH3:2].[CH3:14][Mg]Br.